Dataset: Full USPTO retrosynthesis dataset with 1.9M reactions from patents (1976-2016). Task: Predict the reactants needed to synthesize the given product. (1) The reactants are: [NH2:1][C:2]1[CH:7]=[CH:6][C:5]([C:8]2[S:12][C:11]([CH:13]3[CH2:18][CH2:17][CH:16]([CH2:19][C:20]([O:22][CH2:23][CH3:24])=[O:21])[CH2:15][CH2:14]3)=[N:10][CH:9]=2)=[CH:4][CH:3]=1.ClC(Cl)(O[C:29](=[O:35])OC(Cl)(Cl)Cl)Cl.C(N(CC)CC)C.[F:44][C:45]1[CH:46]=[C:47]([CH:49]=[C:50]([F:53])[C:51]=1[F:52])[NH2:48]. Given the product [F:44][C:45]1[CH:46]=[C:47]([NH:48][C:29](=[O:35])[NH:1][C:2]2[CH:3]=[CH:4][C:5]([C:8]3[S:12][C:11]([CH:13]4[CH2:14][CH2:15][CH:16]([CH2:19][C:20]([O:22][CH2:23][CH3:24])=[O:21])[CH2:17][CH2:18]4)=[N:10][CH:9]=3)=[CH:6][CH:7]=2)[CH:49]=[C:50]([F:53])[C:51]=1[F:52], predict the reactants needed to synthesize it. (2) Given the product [O:23]=[S:24]1(=[O:30])[CH2:4][CH2:5][CH:1]([NH:6][C:7]2[C:12]([CH3:13])=[C:11]([CH3:14])[N:10]=[C:9]([NH:15][CH2:16][C:17]3[CH:22]=[CH:21][CH:20]=[CH:19][N:18]=3)[N:8]=2)[CH2:2]1, predict the reactants needed to synthesize it. The reactants are: [CH:1]1([NH:6][C:7]2[C:12]([CH3:13])=[C:11]([CH3:14])[N:10]=[C:9]([NH:15][CH2:16][C:17]3[CH:22]=[CH:21][CH:20]=[CH:19][N:18]=3)[N:8]=2)[CH2:5][CH2:4]C[CH2:2]1.[O:23]=[S:24]1(=[O:30])CCC(N)C1. (3) Given the product [CH3:1][C:2]1[O:6][N:5]=[C:4]([C:7]2[CH:12]=[CH:11][CH:10]=[CH:9][CH:8]=2)[C:3]=1[C:13]1[CH:18]=[CH:17][C:16]([S:28]([NH2:34])(=[O:31])=[O:29])=[CH:15][CH:14]=1, predict the reactants needed to synthesize it. The reactants are: [CH3:1][C:2]1(O)[O:6][N:5]=[C:4]([C:7]2[CH:12]=[CH:11][CH:10]=[CH:9][CH:8]=2)[CH:3]1[C:13]1[CH:18]=[CH:17][CH:16]=[CH:15][CH:14]=1.FC(F)(F)C(O)=O.Cl[S:28]([OH:31])(=O)=[O:29].Cl.[OH-].[NH4+:34]. (4) The reactants are: [C:1]1(C)C=CC(S(O)(=O)=O)=CC=1.[OH:12][C:13]1[CH:14]=[C:15]([CH:19]=[CH:20][C:21]=1[I:22])[C:16]([OH:18])=[O:17].O. Given the product [OH:12][C:13]1[CH:14]=[C:15]([CH:19]=[CH:20][C:21]=1[I:22])[C:16]([O:18][CH3:1])=[O:17], predict the reactants needed to synthesize it. (5) The reactants are: [CH:1]([C:3]1[O:4][C:5]([CH3:18])=[CH:6][C:7](=[O:17])[C:8]=1[O:9][CH2:10][C:11]1[CH:16]=[CH:15][CH:14]=[CH:13][CH:12]=1)=[O:2].S(=O)(=O)([OH:21])N.Cl([O-])=O.[Na+]. Given the product [C:1]([C:3]1[O:4][C:5]([CH3:18])=[CH:6][C:7](=[O:17])[C:8]=1[O:9][CH2:10][C:11]1[CH:16]=[CH:15][CH:14]=[CH:13][CH:12]=1)([OH:21])=[O:2], predict the reactants needed to synthesize it. (6) The reactants are: [O:1]=[C:2]1[CH2:17][C:16](=[O:18])[CH2:15][C:4]2([CH2:7][N:6]([C:8]([O:10][C:11]([CH3:14])([CH3:13])[CH3:12])=[O:9])[CH2:5]2)[NH:3]1.C(=O)(O)[O-].[Na+].Br[CH2:25][C:26](=O)[C:27]([O:29][CH2:30][CH3:31])=[O:28].C(N(CC)CC)C.CS(Cl)(=O)=O. Given the product [O:1]=[C:2]1[C:17]2[C:26]([C:27]([O:29][CH2:30][CH3:31])=[O:28])=[CH:25][O:18][C:16]=2[CH2:15][C:4]2([CH2:7][N:6]([C:8]([O:10][C:11]([CH3:14])([CH3:12])[CH3:13])=[O:9])[CH2:5]2)[NH:3]1, predict the reactants needed to synthesize it. (7) Given the product [C:1]([N:4]1[CH2:5][CH2:6][N:7]([CH2:10][CH2:11][N:12]([C:20]2[N:42]=[N:41][N:40]([CH2:43][C:44]3[CH:49]=[CH:48][C:47]([Cl:50])=[C:46]([Cl:51])[CH:45]=3)[CH:21]=2)[C:13](=[O:19])[O:14][C:15]([CH3:16])([CH3:17])[CH3:18])[CH2:8][CH2:9]1)(=[O:3])[CH3:2], predict the reactants needed to synthesize it. The reactants are: [C:1]([N:4]1[CH2:9][CH2:8][N:7]([CH2:10][CH2:11][N:12]([C:20]#[CH:21])[C:13](=[O:19])[O:14][C:15]([CH3:18])([CH3:17])[CH3:16])[CH2:6][CH2:5]1)(=[O:3])[CH3:2].CCCC[N+](CCCC)(CCCC)CCCC.[F-].[N:40]([CH2:43][C:44]1[CH:49]=[CH:48][C:47]([Cl:50])=[C:46]([Cl:51])[CH:45]=1)=[N+:41]=[N-:42].CCN(C(C)C)C(C)C.